From a dataset of Acute oral toxicity (LD50) regression data from Zhu et al.. Regression/Classification. Given a drug SMILES string, predict its toxicity properties. Task type varies by dataset: regression for continuous values (e.g., LD50, hERG inhibition percentage) or binary classification for toxic/non-toxic outcomes (e.g., AMES mutagenicity, cardiotoxicity, hepatotoxicity). Dataset: ld50_zhu. (1) The molecule is CNC(C)=O. The rat oral LD50 is 1.17, given as -log10 of the dose in mol/kg body weight (higher means more acutely toxic). (2) The drug is CC1COn2c1nc1ccccc1c2=O. The rat oral LD50 is 2.42, given as -log10 of the dose in mol/kg body weight (higher means more acutely toxic). (3) The drug is CC(C)Cc1cccc2c(CC(=O)O)cccc12. The rat oral LD50 is 2.61, given as -log10 of the dose in mol/kg body weight (higher means more acutely toxic). (4) The compound is CC1=C(C(C)C)CC=CC1. The rat oral LD50 is 1.50, given as -log10 of the dose in mol/kg body weight (higher means more acutely toxic). (5) The compound is Cc1ccnc(N)c1. The rat oral LD50 is 2.73, given as -log10 of the dose in mol/kg body weight (higher means more acutely toxic).